Dataset: Catalyst prediction with 721,799 reactions and 888 catalyst types from USPTO. Task: Predict which catalyst facilitates the given reaction. (1) Product: [Cl:17][C:13]1[C:12]([CH3:18])=[C:11]([N:7]2[C:8](=[O:10])[CH2:9][N:5]([C:3](=[O:4])[CH2:2][NH:29][CH2:28][CH2:27][O:26][CH3:25])[CH2:6]2)[CH:16]=[CH:15][CH:14]=1. The catalyst class is: 3. Reactant: Cl[CH2:2][C:3]([N:5]1[CH2:9][C:8](=[O:10])[N:7]([C:11]2[CH:16]=[CH:15][CH:14]=[C:13]([Cl:17])[C:12]=2[CH3:18])[CH2:6]1)=[O:4].C([O-])([O-])=O.[K+].[K+].[CH3:25][O:26][CH2:27][CH2:28][NH2:29]. (2) Reactant: [CH:1]1([CH2:6][CH:7]([C:11]2[CH:16]=[CH:15][C:14]([N+:17]([O-:19])=[O:18])=[CH:13][CH:12]=2)[C:8]([OH:10])=O)[CH2:5][CH2:4][CH2:3][CH2:2]1.C(Cl)(=O)C(Cl)=O.[NH2:26][C:27]1[S:28][CH:29]=[CH:30][N:31]=1.C(N(CC)C(C)C)(C)C. Product: [CH:1]1([CH2:6][CH:7]([C:11]2[CH:16]=[CH:15][C:14]([N+:17]([O-:19])=[O:18])=[CH:13][CH:12]=2)[C:8]([NH:26][C:27]2[S:28][CH:29]=[CH:30][N:31]=2)=[O:10])[CH2:2][CH2:3][CH2:4][CH2:5]1. The catalyst class is: 832. (3) Reactant: [H-].[Na+].[CH2:3]([OH:10])[C:4]1[CH:9]=[CH:8][CH:7]=[CH:6][CH:5]=1.Cl[CH2:12][C:13]([N:15]1[CH2:20][CH2:19][N:18]([S:21]([C:24]2[CH:33]=[CH:32][C:31]3[C:26](=[CH:27][CH:28]=[CH:29][CH:30]=3)[CH:25]=2)(=[O:23])=[O:22])[CH2:17][CH2:16]1)=[O:14]. Product: [CH2:3]([O:10][CH2:12][C:13]([N:15]1[CH2:16][CH2:17][N:18]([S:21]([C:24]2[CH:33]=[CH:32][C:31]3[C:26](=[CH:27][CH:28]=[CH:29][CH:30]=3)[CH:25]=2)(=[O:22])=[O:23])[CH2:19][CH2:20]1)=[O:14])[C:4]1[CH:9]=[CH:8][CH:7]=[CH:6][CH:5]=1. The catalyst class is: 1. (4) Reactant: [NH2:1][C:2]1[C:14]([CH3:15])=[CH:13][CH:12]=[CH:11][C:3]=1[C:4]([NH:6][C:7]([CH3:10])([CH3:9])[CH3:8])=[O:5].C1N=CN([C:21](N2C=NC=C2)=[O:22])C=1. Product: [C:7]([N:6]1[C:4](=[O:5])[C:3]2[C:2](=[C:14]([CH3:15])[CH:13]=[CH:12][CH:11]=2)[NH:1][C:21]1=[O:22])([CH3:10])([CH3:9])[CH3:8]. The catalyst class is: 1. (5) Reactant: [O:1]1[CH2:5][CH2:4][O:3][CH:2]1[C:6]1[CH:7]=[C:8]([CH:12]([C:14]2[CH:19]=[CH:18][CH:17]=[CH:16][CH:15]=2)[OH:13])[CH:9]=[CH:10][CH:11]=1.C1OCCOCCOCCOCCOCCOC1.[Mn]([O-])(=O)(=O)=O.[K+].S([O-])(O)=O.[Na+]. Product: [O:1]1[CH2:5][CH2:4][O:3][CH:2]1[C:6]1[CH:7]=[C:8]([C:12]([C:14]2[CH:15]=[CH:16][CH:17]=[CH:18][CH:19]=2)=[O:13])[CH:9]=[CH:10][CH:11]=1. The catalyst class is: 46. (6) Reactant: [O:1]=[C:2]1[C:10]2([C:22]3[C:13](=[CH:14][C:15]4[O:20][CH2:19][CH2:18][O:17][C:16]=4[CH:21]=3)[O:12][CH2:11]2)[C:9]2[C:4](=[CH:5][CH:6]=[CH:7][CH:8]=2)[N:3]1[CH2:23][C:24]([NH:26][NH2:27])=[O:25].[F:28][C:29]([F:40])([F:39])[C:30](O[C:30](=O)[C:29]([F:40])([F:39])[F:28])=O.Cl. Product: [F:28][C:29]([F:40])([F:39])[C:30]1[O:25][C:24]([CH2:23][N:3]2[C:4]3[C:9](=[CH:8][CH:7]=[CH:6][CH:5]=3)[C:10]3([C:22]4[C:13](=[CH:14][C:15]5[O:20][CH2:19][CH2:18][O:17][C:16]=5[CH:21]=4)[O:12][CH2:11]3)[C:2]2=[O:1])=[N:26][N:27]=1. The catalyst class is: 17. (7) Reactant: Cl[CH2:2][C:3]([NH:5][C:6]1[CH:7]=[C:8]([CH:25]=[CH:26][C:27]=1[O:28][C:29]([F:32])([F:31])[F:30])[C:9]([NH:11][C:12]1[CH:13]=[N:14][C:15]([C:18]2[CH:23]=[CH:22][CH:21]=[CH:20][C:19]=2[F:24])=[CH:16][CH:17]=1)=[O:10])=[O:4].[I-].[K+].C(N(C(C)C)C(C)C)C.Cl.Cl.[CH3:46][N:47]1[CH:52]2[CH2:53][CH2:54][CH:48]1[CH2:49][NH:50][CH2:51]2. Product: [F:24][C:19]1[CH:20]=[CH:21][CH:22]=[CH:23][C:18]=1[C:15]1[N:14]=[CH:13][C:12]([NH:11][C:9](=[O:10])[C:8]2[CH:25]=[CH:26][C:27]([O:28][C:29]([F:32])([F:31])[F:30])=[C:6]([NH:5][C:3](=[O:4])[CH2:2][N:50]3[CH2:51][CH:52]4[N:47]([CH3:46])[CH:48]([CH2:54][CH2:53]4)[CH2:49]3)[CH:7]=2)=[CH:17][CH:16]=1. The catalyst class is: 3. (8) Reactant: C([O:3][C:4](=[O:14])[C:5]#[C:6][C:7]1[CH:12]=[CH:11][C:10]([Cl:13])=[CH:9][CH:8]=1)C.FC(F)(F)C(O)=O.CO[CH2:24][N:25]([CH2:31][C:32]1[CH:37]=[CH:36][CH:35]=[CH:34][CH:33]=1)[CH2:26][Si](C)(C)C.[OH-].[Na+]. Product: [CH2:31]([N:25]1[CH2:26][C:6]([C:7]2[CH:8]=[CH:9][C:10]([Cl:13])=[CH:11][CH:12]=2)=[C:5]([C:4]([OH:3])=[O:14])[CH2:24]1)[C:32]1[CH:37]=[CH:36][CH:35]=[CH:34][CH:33]=1. The catalyst class is: 46. (9) Reactant: [Cl:1][C:2]1[C:7]([F:8])=[C:6]([NH2:9])[CH:5]=[CH:4][N:3]=1.[Cl:10][C:11]1[CH:19]=[CH:18][CH:17]=[C:16]([F:20])[C:12]=1[C:13](Cl)=[O:14].C(N(CC)CC)C. Product: [Cl:10][C:11]1[CH:19]=[CH:18][CH:17]=[C:16]([F:20])[C:12]=1[C:13]([NH:9][C:6]1[CH:5]=[CH:4][N:3]=[C:2]([Cl:1])[C:7]=1[F:8])=[O:14]. The catalyst class is: 12. (10) Reactant: [CH3:1][C:2]1([CH3:14])[C:6]([CH3:8])([CH3:7])[O:5][B:4]([C:9]2[CH:10]=[N:11][NH:12][CH:13]=2)[O:3]1.C(=O)([O-])[O-].[Cs+].[Cs+].[CH2:21]([O:23][C:24](=[O:29])[C:25](Br)([CH3:27])[CH3:26])[CH3:22]. Product: [CH2:21]([O:23][C:24](=[O:29])[C:25]([CH3:27])([N:12]1[CH:13]=[C:9]([B:4]2[O:5][C:6]([CH3:7])([CH3:8])[C:2]([CH3:14])([CH3:1])[O:3]2)[CH:10]=[N:11]1)[CH3:26])[CH3:22]. The catalyst class is: 3.